This data is from Forward reaction prediction with 1.9M reactions from USPTO patents (1976-2016). The task is: Predict the product of the given reaction. Given the reactants [OH:1][CH2:2][C:3]1[CH:41]=[CH:40][C:6]([O:7][C:8]2[CH:13]=[CH:12][N:11]=[C:10]3[N:14]([CH2:31][C:32]4[CH:37]=[CH:36][C:35]([O:38][CH3:39])=[CH:34][CH:33]=4)[N:15]=[C:16]([NH:17][C@@H:18]4[CH2:23][CH2:22][CH2:21][N:20]([C:24]([O:26][C:27]([CH3:30])([CH3:29])[CH3:28])=[O:25])[CH2:19]4)[C:9]=23)=[CH:5][CH:4]=1.CC(OI1(OC(C)=O)(OC(C)=O)OC(=O)C2C=CC=CC1=2)=O.C([O-])(O)=O.[Na+].[O-]S([O-])(=S)=O.[Na+].[Na+], predict the reaction product. The product is: [CH:2]([C:3]1[CH:4]=[CH:5][C:6]([O:7][C:8]2[CH:13]=[CH:12][N:11]=[C:10]3[N:14]([CH2:31][C:32]4[CH:37]=[CH:36][C:35]([O:38][CH3:39])=[CH:34][CH:33]=4)[N:15]=[C:16]([NH:17][C@@H:18]4[CH2:23][CH2:22][CH2:21][N:20]([C:24]([O:26][C:27]([CH3:30])([CH3:29])[CH3:28])=[O:25])[CH2:19]4)[C:9]=23)=[CH:40][CH:41]=1)=[O:1].